From a dataset of Full USPTO retrosynthesis dataset with 1.9M reactions from patents (1976-2016). Predict the reactants needed to synthesize the given product. Given the product [N+:17]([C:7]1[CH:8]=[C:3]([C:2]([F:1])([F:10])[F:11])[C:4]([OH:9])=[N:5][CH:6]=1)([O-:19])=[O:18], predict the reactants needed to synthesize it. The reactants are: [F:1][C:2]([F:11])([F:10])[C:3]1[C:4]([OH:9])=[N:5][CH:6]=[CH:7][CH:8]=1.OS(O)(=O)=O.[N+:17]([O-])([OH:19])=[O:18].